Task: Predict the product of the given reaction.. Dataset: Forward reaction prediction with 1.9M reactions from USPTO patents (1976-2016) (1) Given the reactants C([O:4][C@H:5]1[C@H:10]([O:11]C(=O)C)[C@H:9]([O:15]C(=O)C)[C@@H:8]([C:19]2[CH:24]=[CH:23][C:22](OS(C(F)(F)F)(=O)=O)=[CH:21][CH:20]=2)[O:7][C@@H:6]1[CH2:33][O:34]C(=O)C)(=O)C.[CH3:38][C:39]1[O:43][C:42]([C:44]2[CH:49]=[CH:48][C:47](B(O)O)=[CH:46][CH:45]=2)=[N:41][N:40]=1, predict the reaction product. The product is: [OH:34][CH2:33][C@@H:6]1[C@@H:5]([OH:4])[C@H:10]([OH:11])[C@H:9]([OH:15])[C@@H:8]([C:19]2[CH:20]=[CH:21][C:22]([C:47]3[CH:46]=[CH:45][C:44]([C:42]4[O:43][C:39]([CH3:38])=[N:40][N:41]=4)=[CH:49][CH:48]=3)=[CH:23][CH:24]=2)[O:7]1. (2) Given the reactants [Cl:1][C:2]1[CH:7]=[CH:6][CH:5]=[C:4]([Cl:8])[C:3]=1[C:9]1[CH:13]=[C:12]([C:14]2[CH:15]=[C:16]([NH:20][CH2:21][CH2:22][P:23](=[O:30])([O:27][CH2:28][CH3:29])[O:24][CH2:25][CH3:26])[CH:17]=[CH:18][CH:19]=2)[O:11][N:10]=1.C(N(CC)CC)C.[Cl:38][CH:39]([Cl:43])[C:40](Cl)=[O:41], predict the reaction product. The product is: [Cl:38][CH:39]([Cl:43])[C:40]([N:20]([CH2:21][CH2:22][P:23](=[O:30])([O:27][CH2:28][CH3:29])[O:24][CH2:25][CH3:26])[C:16]1[CH:17]=[CH:18][CH:19]=[C:14]([C:12]2[O:11][N:10]=[C:9]([C:3]3[C:4]([Cl:8])=[CH:5][CH:6]=[CH:7][C:2]=3[Cl:1])[CH:13]=2)[CH:15]=1)=[O:41].